From a dataset of Forward reaction prediction with 1.9M reactions from USPTO patents (1976-2016). Predict the product of the given reaction. (1) Given the reactants C(OC(N1CCN(C[C:15]2[N:19]3[CH:20]=[C:21](C(=O)NOCC4CC4)[C:22](NC4C=CC(Br)=CC=4Cl)=[C:23](Cl)[C:18]3=NC=2)CC1)=O)(C)(C)C.[OH:42][CH2:43][CH2:44][O:45][NH:46][C:47]([C:49]1[C:50]([NH:59][C:60]2[CH:65]=[CH:64][C:63]([Br:66])=[CH:62][C:61]=2[Cl:67])=[C:51]([Cl:58])[C:52]2[N:53]([CH:55]=[CH:56][N:57]=2)[CH:54]=1)=[O:48].C(OC(N1CCNCC1)=O)(C)(C)C, predict the reaction product. The product is: [OH:42][CH2:43][CH2:44][O:45][NH:46][C:47]([C:49]1[C:50]([NH:59][C:60]2[CH:65]=[CH:64][C:63]([Br:66])=[CH:62][C:61]=2[Cl:67])=[C:51]([Cl:58])[C:52]2[N:53]([C:55]([CH2:15][N:19]3[CH2:20][CH2:21][CH2:22][CH2:23][CH2:18]3)=[CH:56][N:57]=2)[CH:54]=1)=[O:48]. (2) The product is: [F:25][CH2:26][CH2:27][NH:28][C:29]([C@H:31]1[CH2:35][CH2:34][N:33]([C:21]([C:6]2[CH:7]=[C:8]3[C:3](=[CH:4][CH:5]=2)[N:2]([CH3:1])[C:14]2[CH2:13][CH2:12][CH:11]([CH:15]4[CH2:20][CH2:19][O:18][CH2:17][CH2:16]4)[CH2:10][C:9]3=2)=[O:22])[CH2:32]1)=[O:30]. Given the reactants [CH3:1][N:2]1[C:14]2[CH2:13][CH2:12][CH:11]([CH:15]3[CH2:20][CH2:19][O:18][CH2:17][CH2:16]3)[CH2:10][C:9]=2[C:8]2[C:3]1=[CH:4][CH:5]=[C:6]([C:21](O)=[O:22])[CH:7]=2.Cl.[F:25][CH2:26][CH2:27][NH:28][C:29]([C@H:31]1[CH2:35][CH2:34][NH:33][CH2:32]1)=[O:30].CN(C(ON1N=NC2C=CC=NC1=2)=[N+](C)C)C.F[P-](F)(F)(F)(F)F.C(N(CC)C(C)C)(C)C, predict the reaction product. (3) Given the reactants Cl.[O:2]1[C:6]2([CH2:11][CH2:10][CH:9]([CH:12]([NH2:15])[CH2:13][CH3:14])[CH2:8][CH2:7]2)[O:5][CH2:4][CH2:3]1.[C:16](Cl)(=[O:18])[CH3:17], predict the reaction product. The product is: [O:2]1[C:6]2([CH2:11][CH2:10][CH:9]([CH:12]([NH:15][C:16](=[O:18])[CH3:17])[CH2:13][CH3:14])[CH2:8][CH2:7]2)[O:5][CH2:4][CH2:3]1. (4) Given the reactants [F:1][C:2]1[CH:7]=[CH:6][C:5]([C:8]2[O:9][C:10]3[CH:20]=[C:19]([C:21](O)=[O:22])[C:18]([O:24][CH:25]([CH3:27])[CH3:26])=[CH:17][C:11]=3[C:12]=2[C:13](=[O:16])[NH:14][CH3:15])=[CH:4][CH:3]=1.ClC(OCC(C)C)=O.[BH4-].[Na+].CO, predict the reaction product. The product is: [F:1][C:2]1[CH:7]=[CH:6][C:5]([C:8]2[O:9][C:10]3[CH:20]=[C:19]([CH2:21][OH:22])[C:18]([O:24][CH:25]([CH3:27])[CH3:26])=[CH:17][C:11]=3[C:12]=2[C:13]([NH:14][CH3:15])=[O:16])=[CH:4][CH:3]=1. (5) Given the reactants Cl[C:2]1[C:3]2[N:10]=[CH:9][S:8][C:4]=2[N:5]=[CH:6][N:7]=1.[NH2:11][C:12]1[CH:21]=[CH:20][C:15]2[NH:16][C:17](=[O:19])[S:18][C:14]=2[CH:13]=1, predict the reaction product. The product is: [N:10]1[C:3]2[C:2]([NH:11][C:12]3[CH:21]=[CH:20][C:15]4[NH:16][C:17](=[O:19])[S:18][C:14]=4[CH:13]=3)=[N:7][CH:6]=[N:5][C:4]=2[S:8][CH:9]=1. (6) Given the reactants [OH-].[Na+].C1COCC1.[Cl:8][C:9]1[CH:14]=[CH:13][C:12]([C:15]2[CH:20]=[CH:19][C:18]([NH:21][C:22]([C:24]3[CH:29]=[CH:28][C:27]([CH3:30])=[CH:26][C:25]=3[C:31]3[CH:32]=[CH:33][C:34]([C:37]([NH:39][CH2:40][CH2:41][C:42]([O:44]CC)=[O:43])=[O:38])=[N:35][CH:36]=3)=[O:23])=[CH:17][CH:16]=2)=[CH:11][CH:10]=1.Cl, predict the reaction product. The product is: [Cl:8][C:9]1[CH:10]=[CH:11][C:12]([C:15]2[CH:20]=[CH:19][C:18]([NH:21][C:22]([C:24]3[CH:29]=[CH:28][C:27]([CH3:30])=[CH:26][C:25]=3[C:31]3[CH:32]=[CH:33][C:34]([C:37]([NH:39][CH2:40][CH2:41][C:42]([OH:44])=[O:43])=[O:38])=[N:35][CH:36]=3)=[O:23])=[CH:17][CH:16]=2)=[CH:13][CH:14]=1.